From a dataset of Reaction yield outcomes from USPTO patents with 853,638 reactions. Predict the reaction yield, written as a fraction of the theoretical maximum amount of product (1.0 means a 100% yield; for example, 0.34 means a 34% yield). The reactants are F[C:2]1[C:7]([Cl:8])=[CH:6][CH:5]=[CH:4][C:3]=1[N+:9]([O-:11])=[O:10].[CH3:12][NH2:13]. The catalyst is CCO.O. The product is [Cl:8][C:7]1[CH:6]=[CH:5][CH:4]=[C:3]([N+:9]([O-:11])=[O:10])[C:2]=1[NH:13][CH3:12]. The yield is 0.900.